This data is from Forward reaction prediction with 1.9M reactions from USPTO patents (1976-2016). The task is: Predict the product of the given reaction. Given the reactants [C:1]1([S:7]([CH2:10][C:11]2[C:16]([C:17]([OH:19])=[O:18])=[C:15]([O:20][CH3:21])[C:14](Br)=[CH:13][CH:12]=2)(=[O:9])=[O:8])[CH:6]=[CH:5][CH:4]=[CH:3][CH:2]=1.[O:23]1[CH:27]=[CH:26][CH:25]=[C:24]1B(O)O.C(=O)([O-])[O-].[Cs+].[Cs+], predict the reaction product. The product is: [C:1]1([S:7]([CH2:10][C:11]2[C:16]([C:17]([OH:19])=[O:18])=[C:15]([O:20][CH3:21])[C:14]([C:24]3[O:23][CH:27]=[CH:26][CH:25]=3)=[CH:13][CH:12]=2)(=[O:9])=[O:8])[CH:6]=[CH:5][CH:4]=[CH:3][CH:2]=1.